This data is from Full USPTO retrosynthesis dataset with 1.9M reactions from patents (1976-2016). The task is: Predict the reactants needed to synthesize the given product. The reactants are: [F:1][C:2]1[C:3]([CH3:10])=[C:4]([CH:7]=[CH:8][CH:9]=1)[CH:5]=O.[CH3:11][C:12]([C:14]1[CH:19]=[CH:18][CH:17]=[C:16]([O:20][CH3:21])[CH:15]=1)=[O:13]. Given the product [F:1][C:2]1[C:3]([CH3:10])=[C:4](/[CH:5]=[CH:11]/[C:12]([C:14]2[CH:19]=[CH:18][CH:17]=[C:16]([O:20][CH3:21])[CH:15]=2)=[O:13])[CH:7]=[CH:8][CH:9]=1, predict the reactants needed to synthesize it.